From a dataset of Full USPTO retrosynthesis dataset with 1.9M reactions from patents (1976-2016). Predict the reactants needed to synthesize the given product. (1) Given the product [Br:1][C:2]1[S:6][CH:5]=[C:4]([C:7]([NH:10][CH:11]([C:21]2[CH:26]=[CH:25][CH:24]=[CH:23][CH:22]=2)[CH2:12][NH:13][C:14](=[O:20])[O:15][C:16]([CH3:19])([CH3:17])[CH3:18])=[O:9])[CH:3]=1, predict the reactants needed to synthesize it. The reactants are: [Br:1][C:2]1[S:6][CH:5]=[C:4]([C:7]([OH:9])=O)[CH:3]=1.[NH2:10][CH:11]([C:21]1[CH:26]=[CH:25][CH:24]=[CH:23][CH:22]=1)[CH2:12][NH:13][C:14](=[O:20])[O:15][C:16]([CH3:19])([CH3:18])[CH3:17].C(N(C(C)C)CC)(C)C.C1CN([P+](Br)(N2CCCC2)N2CCCC2)CC1.F[P-](F)(F)(F)(F)F. (2) Given the product [Cl:2][C:3]1[CH:4]=[C:5]([CH:18]=[CH:19][C:20]=1[F:21])[NH:6][C:7]1[C:16]2[C:11](=[CH:12][CH:13]=[CH:14][C:15]=2[O:22][CH:23]2[CH2:27][CH2:26][O:25][CH2:24]2)[N:10]=[CH:9][N:8]=1, predict the reactants needed to synthesize it. The reactants are: Cl.[Cl:2][C:3]1[CH:4]=[C:5]([CH:18]=[CH:19][C:20]=1[F:21])[NH:6][C:7]1[C:16]2[C:11](=[CH:12][CH:13]=[CH:14][C:15]=2F)[N:10]=[CH:9][N:8]=1.[OH:22][CH:23]1[CH2:27][CH2:26][O:25][CH2:24]1. (3) The reactants are: C(OC(=O)[NH:10][C:11]1[N:16]=[C:15]([CH2:17][O:18][Si:19]([C:22]([CH3:25])([CH3:24])[CH3:23])([CH3:21])[CH3:20])[C:14]2[C:26]([O:48][CH3:49])=[N:27][N:28]([C:29]([C:42]3[CH:47]=[CH:46][CH:45]=[CH:44][CH:43]=3)([C:36]3[CH:41]=[CH:40][CH:39]=[CH:38][CH:37]=3)[C:30]3[CH:35]=[CH:34][CH:33]=[CH:32][CH:31]=3)[C:13]=2[CH:12]=1)C1C=CC=CC=1. Given the product [Si:19]([O:18][CH2:17][C:15]1[C:14]2[C:26]([O:48][CH3:49])=[N:27][N:28]([C:29]([C:42]3[CH:47]=[CH:46][CH:45]=[CH:44][CH:43]=3)([C:36]3[CH:37]=[CH:38][CH:39]=[CH:40][CH:41]=3)[C:30]3[CH:35]=[CH:34][CH:33]=[CH:32][CH:31]=3)[C:13]=2[CH:12]=[C:11]([NH2:10])[N:16]=1)([C:22]([CH3:25])([CH3:24])[CH3:23])([CH3:20])[CH3:21], predict the reactants needed to synthesize it. (4) The reactants are: CCN(C(C)C)C(C)C.[CH3:10][C:11]1[N:15]([CH:16]([CH3:18])[CH3:17])[C:14]([C:19]2[CH:24]=[CH:23][N:22]=[C:21]([NH:25][CH:26]3[CH2:30][CH2:29][NH:28][CH2:27]3)[N:20]=2)=[CH:13][N:12]=1.[CH3:31][S:32](Cl)(=[O:34])=[O:33].S([O-])([O-])(=O)=O.[Mg+2]. Given the product [CH3:10][C:11]1[N:15]([CH:16]([CH3:18])[CH3:17])[C:14]([C:19]2[CH:24]=[CH:23][N:22]=[C:21]([NH:25][CH:26]3[CH2:30][CH2:29][N:28]([S:32]([CH3:31])(=[O:34])=[O:33])[CH2:27]3)[N:20]=2)=[CH:13][N:12]=1, predict the reactants needed to synthesize it. (5) Given the product [CH2:26]([S:33][CH:34]([CH:37]([O:38][CH3:39])[O:40][CH3:41])[CH2:35][NH:36][C:23]([C:5]1[N:4]([CH2:3][O:2][CH3:1])[C:12]2[C:7]([CH:6]=1)=[CH:8][CH:9]=[CH:10][C:11]=2[NH:13][S:14]([C:17]1[CH:22]=[CH:21][CH:20]=[CH:19][N:18]=1)(=[O:16])=[O:15])=[O:24])[C:27]1[CH:32]=[CH:31][CH:30]=[CH:29][CH:28]=1, predict the reactants needed to synthesize it. The reactants are: [CH3:1][O:2][CH2:3][N:4]1[C:12]2[C:7](=[CH:8][CH:9]=[CH:10][C:11]=2[NH:13][S:14]([C:17]2[CH:22]=[CH:21][CH:20]=[CH:19][N:18]=2)(=[O:16])=[O:15])[CH:6]=[C:5]1[C:23](O)=[O:24].[CH2:26]([S:33][CH:34]([CH:37]([O:40][CH3:41])[O:38][CH3:39])[CH2:35][NH2:36])[C:27]1[CH:32]=[CH:31][CH:30]=[CH:29][CH:28]=1.C(N(C(C)C)C(C)C)C.F[P-](F)(F)(F)(F)F.N1(OC(N(C)C)=[N+](C)C)C2N=CC=CC=2N=N1. (6) Given the product [ClH:25].[CH3:1][C:2]1([CH3:24])[CH2:11][C:10]2[C:5](=[C:6]3[CH2:15][C:14]([CH3:16])([CH3:17])[O:13][C:7]3=[C:8]([O:12][CH2:28][C:27]([CH3:29])=[CH2:26])[CH:9]=2)[C:4]([C:18]2[CH:19]=[CH:20][CH:21]=[CH:22][CH:23]=2)=[N:3]1, predict the reactants needed to synthesize it. The reactants are: [CH3:1][C:2]1([CH3:24])[CH2:11][C:10]2[C:5](=[C:6]3[CH2:15][C:14]([CH3:17])([CH3:16])[O:13][C:7]3=[C:8]([OH:12])[CH:9]=2)[C:4]([C:18]2[CH:23]=[CH:22][CH:21]=[CH:20][CH:19]=2)=[N:3]1.[Cl:25][CH2:26][C:27]([CH3:29])=[CH2:28].C(=O)([O-])[O-].[K+].[K+].O. (7) Given the product [CH2:1]([O:8][C:9]1[C:10](=[O:19])[NH:11][C:12]([CH3:18])=[CH:13][C:14]=1[C:15]([N:25]1[CH2:24][CH2:23][S:22][C:21]1=[S:20])=[O:17])[C:2]1[CH:3]=[CH:4][CH:5]=[CH:6][CH:7]=1, predict the reactants needed to synthesize it. The reactants are: [CH2:1]([O:8][C:9]1[C:10](=[O:19])[NH:11][C:12]([CH3:18])=[CH:13][C:14]=1[C:15]([OH:17])=O)[C:2]1[CH:7]=[CH:6][CH:5]=[CH:4][CH:3]=1.[SH:20][C:21]1[S:22][CH2:23][CH2:24][N:25]=1.C1(N=C=NC2CCCCC2)CCCCC1. (8) Given the product [Br:24][C:25]1[CH:33]=[C:32]2[C:28]([CH:29]=[N:30][N:31]2[C:10]2[C:19]3[C:14](=[CH:15][C:16]([O:22][CH3:23])=[C:17]([O:20][CH3:21])[CH:18]=3)[N:13]=[N:12][CH:11]=2)=[CH:27][CH:26]=1, predict the reactants needed to synthesize it. The reactants are: O1C2C=CC=CC=2N=C1[C:10]1[C:19]2[C:14](=[CH:15][C:16]([O:22][CH3:23])=[C:17]([O:20][CH3:21])[CH:18]=2)[N:13]=[N:12][CH:11]=1.[Br:24][C:25]1[CH:33]=[C:32]2[C:28]([CH:29]=[N:30][NH:31]2)=[CH:27][CH:26]=1.C(=O)([O-])[O-].[K+].[K+].CNCCNC. (9) Given the product [Cl:15][C:16]1[CH:17]=[CH:18][C:19]([C@H:22]2[NH:27][C@@H:26]([C@@H:28]([O:30][C:57](=[O:58])[C:56]3[CH:55]=[CH:54][C:53]([N+:50]([O-:52])=[O:51])=[CH:61][CH:60]=3)[CH3:29])[CH2:25][O:24][CH2:23]2)=[CH:20][CH:21]=1, predict the reactants needed to synthesize it. The reactants are: CC(OC(/N=N/C(OC(C)C)=O)=O)C.[Cl:15][C:16]1[CH:21]=[CH:20][C:19]([C@H:22]2[NH:27][C@@H:26]([C@H:28]([OH:30])[CH3:29])[CH2:25][O:24][CH2:23]2)=[CH:18][CH:17]=1.C1(P(C2C=CC=CC=2)C2C=CC=CC=2)C=CC=CC=1.[N+:50]([C:53]1[CH:61]=[CH:60][C:56]([C:57](O)=[O:58])=[CH:55][CH:54]=1)([O-:52])=[O:51]. (10) Given the product [F:30][C:31]1[CH:32]=[C:33]([CH:34]=[C:35]([F:37])[CH:36]=1)[CH2:38][CH2:39][NH:40][C:2]1[N:7]=[C:6]([C:8]2[CH:9]=[CH:10][C:11]([F:29])=[C:12]([CH2:13][N:14]3[CH2:19][CH2:18][NH:17][CH2:16][C@@H:15]3[CH3:27])[CH:28]=2)[CH:5]=[CH:4][N:3]=1, predict the reactants needed to synthesize it. The reactants are: Cl[C:2]1[N:7]=[C:6]([C:8]2[CH:9]=[CH:10][C:11]([F:29])=[C:12]([CH:28]=2)[CH2:13][N:14]2[CH2:19][CH2:18][N:17](C(OC(C)(C)C)=O)[CH2:16][C@@H:15]2[CH3:27])[CH:5]=[CH:4][N:3]=1.[F:30][C:31]1[CH:32]=[C:33]([CH2:38][CH2:39][NH2:40])[CH:34]=[C:35]([F:37])[CH:36]=1.